This data is from Full USPTO retrosynthesis dataset with 1.9M reactions from patents (1976-2016). The task is: Predict the reactants needed to synthesize the given product. (1) Given the product [ClH:9].[Cl:10][C:4]1[CH:3]=[C:2]([NH:1][NH2:11])[CH:7]=[CH:6][C:5]=1[OH:18], predict the reactants needed to synthesize it. The reactants are: [NH2:1][C:2]1[C:3]([Cl:9])=[C:4](O)[CH:5]=[CH:6][CH:7]=1.[ClH:10].[N:11]([O-])=O.[Na+].[Sn](Cl)Cl.[OH2:18]. (2) Given the product [Cl:34][C:22]1[CH:21]=[C:20]([NH:19][C:9]2[C:8]3[C:13](=[CH:14][C:15]([O:42][CH3:41])=[C:6]([NH:5][C:3]([C@@H:2]([NH:1][C:36](=[O:39])[CH:37]=[CH2:38])[CH3:35])=[O:4])[CH:7]=3)[N:12]=[CH:11][N:10]=2)[CH:25]=[CH:24][C:23]=1[O:26][CH2:27][C:28]1[CH:33]=[CH:32][CH:31]=[CH:30][N:29]=1, predict the reactants needed to synthesize it. The reactants are: [NH2:1][C@@H:2]([CH3:35])[C:3]([NH:5][C:6]1[CH:7]=[C:8]2[C:13](=[CH:14][C:15]=1OCC)[N:12]=[CH:11][N:10]=[C:9]2[NH:19][C:20]1[CH:25]=[CH:24][C:23]([O:26][CH2:27][C:28]2[CH:33]=[CH:32][CH:31]=[CH:30][N:29]=2)=[C:22]([Cl:34])[CH:21]=1)=[O:4].[C:36](Cl)(=[O:39])[CH:37]=[CH2:38].[C:41](=O)(O)[O-:42].[Na+]. (3) Given the product [CH3:7][C@H:6]1[C:5]([O:4][Si:3]([CH2:11][CH3:12])([CH2:1][CH3:2])[CH2:13][CH3:14])=[CH:8][C@@H:9]([CH3:10])[O:21][C@H:20]1[C:19]1[CH:22]=[CH:23][N:24]=[CH:25][C:18]=1[N+:15]([O-:17])=[O:16], predict the reactants needed to synthesize it. The reactants are: [CH2:1]([Si:3]([CH2:13][CH3:14])([CH2:11][CH3:12])[O:4]/[C:5](/[CH:8]=[CH:9]/[CH3:10])=[CH:6]\[CH3:7])[CH3:2].[N+:15]([C:18]1[CH:25]=[N:24][CH:23]=[CH:22][C:19]=1[CH:20]=[O:21])([O-:17])=[O:16].CC(C)(C)/C(/O)=C/C(C(C(C(F)(F)F)(F)F)(F)F)=O.CC(C)(C)/C(/O)=C/C(C(C(C(F)(F)F)(F)F)(F)F)=O.CC(C)(C)/C(/O)=C/C(C(C(C(F)(F)F)(F)F)(F)F)=O.[Eu]. (4) Given the product [ClH:1].[ClH:48].[CH3:24][N:23]([CH2:22][C@H:19]1[CH2:20][CH2:21][C@H:16]([NH:15][C:5]2[C:4]3[C:9](=[CH:10][CH:11]=[C:2]([C:30]4[CH:31]=[N:32][C:27]([OH:26])=[CH:28][CH:29]=4)[N:3]=3)[N:8]=[CH:7][C:6]=2[C:12](=[O:14])[CH3:13])[CH2:17][CH2:18]1)[CH3:25], predict the reactants needed to synthesize it. The reactants are: [Cl:1][C:2]1[N:3]=[C:4]2[C:9](=[CH:10][CH:11]=1)[N:8]=[CH:7][C:6]([C:12](=[O:14])[CH3:13])=[C:5]2[NH:15][C@H:16]1[CH2:21][CH2:20][C@H:19]([CH2:22][N:23]([CH3:25])[CH3:24])[CH2:18][CH2:17]1.[OH:26][C:27]1[N:32]=[CH:31][C:30](B(O)O)=[CH:29][CH:28]=1.C1(N)C(F)=C(F)C(F)=C(N)C=1F.[ClH:48].Cl. (5) Given the product [O:18]=[C:19]1[CH:24]2[CH:22]([C@@H:23]2[C:25]([O:27][CH2:28][CH3:29])=[O:26])[S:21][CH2:20]1, predict the reactants needed to synthesize it. The reactants are: CS(C)=O.FC(F)(F)C(OC(=O)C(F)(F)F)=O.[OH:18][C@H:19]1[CH:24]2[CH:22]([C@@H:23]2[C:25]([O:27][CH2:28][CH3:29])=[O:26])[S:21][CH2:20]1.C(N(CC)CC)C. (6) Given the product [CH2:19]([O:26][C:27]1[N:28]=[CH:29][C:30]([C:2]2[CH:7]=[CH:6][C:5]([NH:8][C:9](=[O:15])[O:10][C:11]([CH3:14])([CH3:13])[CH3:12])=[CH:4][C:3]=2[N+:16]([O-:18])=[O:17])=[CH:31][CH:32]=1)[C:20]1[CH:21]=[CH:22][CH:23]=[CH:24][CH:25]=1, predict the reactants needed to synthesize it. The reactants are: Cl[C:2]1[CH:7]=[CH:6][C:5]([NH:8][C:9](=[O:15])[O:10][C:11]([CH3:14])([CH3:13])[CH3:12])=[CH:4][C:3]=1[N+:16]([O-:18])=[O:17].[CH2:19]([O:26][C:27]1[CH:32]=[CH:31][C:30](B2OC(C)(C)C(C)(C)O2)=[CH:29][N:28]=1)[C:20]1[CH:25]=[CH:24][CH:23]=[CH:22][CH:21]=1.O1CCOCC1.C([O-])([O-])=O.[Na+].[Na+]. (7) The reactants are: F[C:2](F)(F)[C:3]([OH:5])=O.O=C1CC([O-])=C1.[CH:14]1([NH2+:20][CH:21]2[CH2:26][CH2:25][CH2:24]C[CH2:22]2)[CH2:19]CCCC1.CC1CCCN1. Given the product [CH3:22][CH:21]1[CH2:26][CH2:25][CH2:24][N:20]1[C:14]1[CH2:2][C:3](=[O:5])[CH:19]=1, predict the reactants needed to synthesize it. (8) Given the product [N:22]1([CH:8]([NH:19][C:17](=[O:18])[C:16]2[CH:20]=[CH:21][C:13]([Cl:12])=[CH:14][CH:15]=2)[C:7]([CH:1]2[CH2:6][CH2:5][CH2:4][CH2:3][CH2:2]2)([CH3:11])[CH3:10])[C:26]2[CH:27]=[CH:28][CH:29]=[CH:30][C:25]=2[N:24]=[N:23]1, predict the reactants needed to synthesize it. The reactants are: [CH:1]1([C:7]([CH3:11])([CH3:10])[CH:8]=O)[CH2:6][CH2:5][CH2:4][CH2:3][CH2:2]1.[Cl:12][C:13]1[CH:21]=[CH:20][C:16]([C:17]([NH2:19])=[O:18])=[CH:15][CH:14]=1.[NH:22]1[C:26]2[CH:27]=[CH:28][CH:29]=[CH:30][C:25]=2[N:24]=[N:23]1.C1(C)C=CC(S(O)(=O)=O)=CC=1.